This data is from NCI-60 drug combinations with 297,098 pairs across 59 cell lines. The task is: Regression. Given two drug SMILES strings and cell line genomic features, predict the synergy score measuring deviation from expected non-interaction effect. (1) Drug 1: COC1=NC(=NC2=C1N=CN2C3C(C(C(O3)CO)O)O)N. Drug 2: C1C(C(OC1N2C=NC(=NC2=O)N)CO)O. Cell line: SF-539. Synergy scores: CSS=-19.6, Synergy_ZIP=5.34, Synergy_Bliss=-4.97, Synergy_Loewe=-27.0, Synergy_HSA=-24.6. (2) Drug 1: CC1C(C(CC(O1)OC2CC(OC(C2O)C)OC3=CC4=CC5=C(C(=O)C(C(C5)C(C(=O)C(C(C)O)O)OC)OC6CC(C(C(O6)C)O)OC7CC(C(C(O7)C)O)OC8CC(C(C(O8)C)O)(C)O)C(=C4C(=C3C)O)O)O)O. Drug 2: COC1=C2C(=CC3=C1OC=C3)C=CC(=O)O2. Cell line: SK-MEL-28. Synergy scores: CSS=22.0, Synergy_ZIP=-0.00408, Synergy_Bliss=-1.56, Synergy_Loewe=-42.4, Synergy_HSA=-1.47. (3) Drug 1: CCCS(=O)(=O)NC1=C(C(=C(C=C1)F)C(=O)C2=CNC3=C2C=C(C=N3)C4=CC=C(C=C4)Cl)F. Drug 2: CC(C)CN1C=NC2=C1C3=CC=CC=C3N=C2N. Cell line: T-47D. Synergy scores: CSS=2.47, Synergy_ZIP=0.707, Synergy_Bliss=1.11, Synergy_Loewe=-0.363, Synergy_HSA=-0.961. (4) Cell line: OVCAR-4. Drug 2: C1C(C(OC1N2C=NC3=C(N=C(N=C32)Cl)N)CO)O. Drug 1: C1=NC2=C(N1)C(=S)N=C(N2)N. Synergy scores: CSS=18.4, Synergy_ZIP=-3.18, Synergy_Bliss=-5.35, Synergy_Loewe=-9.01, Synergy_HSA=-7.58. (5) Drug 1: CC1=C(C(CCC1)(C)C)C=CC(=CC=CC(=CC(=O)O)C)C. Drug 2: CCC1(CC2CC(C3=C(CCN(C2)C1)C4=CC=CC=C4N3)(C5=C(C=C6C(=C5)C78CCN9C7C(C=CC9)(C(C(C8N6C)(C(=O)OC)O)OC(=O)C)CC)OC)C(=O)OC)O.OS(=O)(=O)O. Cell line: TK-10. Synergy scores: CSS=1.40, Synergy_ZIP=-2.62, Synergy_Bliss=-0.891, Synergy_Loewe=-1.56, Synergy_HSA=-1.44. (6) Drug 1: CC1C(C(CC(O1)OC2CC(OC(C2O)C)OC3=CC4=CC5=C(C(=O)C(C(C5)C(C(=O)C(C(C)O)O)OC)OC6CC(C(C(O6)C)O)OC7CC(C(C(O7)C)O)OC8CC(C(C(O8)C)O)(C)O)C(=C4C(=C3C)O)O)O)O. Drug 2: COC1=NC(=NC2=C1N=CN2C3C(C(C(O3)CO)O)O)N. Cell line: U251. Synergy scores: CSS=54.6, Synergy_ZIP=-1.91, Synergy_Bliss=-3.70, Synergy_Loewe=-37.7, Synergy_HSA=-1.79. (7) Drug 1: C1CN1P(=S)(N2CC2)N3CC3. Drug 2: C(CN)CNCCSP(=O)(O)O. Synergy scores: CSS=19.1, Synergy_ZIP=-1.79, Synergy_Bliss=-0.154, Synergy_Loewe=-21.3, Synergy_HSA=0.386. Cell line: SN12C.